This data is from Full USPTO retrosynthesis dataset with 1.9M reactions from patents (1976-2016). The task is: Predict the reactants needed to synthesize the given product. Given the product [CH2:1]([NH:8][S:9]([C:12]1[CH:17]=[CH:16][C:15]([CH2:18][NH:20][CH2:21][C:22]2[CH:27]=[CH:26][CH:25]=[CH:24][N:23]=2)=[CH:14][CH:13]=1)(=[O:11])=[O:10])[C:2]1[CH:7]=[CH:6][CH:5]=[CH:4][CH:3]=1, predict the reactants needed to synthesize it. The reactants are: [CH2:1]([NH:8][S:9]([C:12]1[CH:17]=[CH:16][C:15]([CH:18]=O)=[CH:14][CH:13]=1)(=[O:11])=[O:10])[C:2]1[CH:7]=[CH:6][CH:5]=[CH:4][CH:3]=1.[NH2:20][CH2:21][C:22]1[CH:27]=[CH:26][CH:25]=[CH:24][N:23]=1.C(O[BH-](OC(=O)C)OC(=O)C)(=O)C.[Na+].